From a dataset of Full USPTO retrosynthesis dataset with 1.9M reactions from patents (1976-2016). Predict the reactants needed to synthesize the given product. Given the product [N:33]1([CH2:12][CH2:7][C:6]#[C:5][C:16]2[CH:17]=[C:18]3[C:13]([CH:6]([C:7]4[CH:8]=[N:9][CH:10]=[CH:11][CH:12]=4)[CH2:5][NH:4][CH2:3]3)=[CH:14][CH:15]=2)[CH2:32][CH2:31][CH2:36][CH2:35][CH2:34]1, predict the reactants needed to synthesize it. The reactants are: CO[C:3](=O)[NH:4][CH2:5][CH:6]([C:13]1[CH:18]=[CH:17][C:16](Br)=[CH:15][CH:14]=1)[C:7]1[CH:8]=[N:9][CH:10]=[CH:11][CH:12]=1.BrC1C=CC(C([C:31]2[CH:32]=[N:33][CH:34]=[CH:35][CH:36]=2)CN)=CC=1.ClC(OC)=O.